This data is from Peptide-MHC class I binding affinity with 185,985 pairs from IEDB/IMGT. The task is: Regression. Given a peptide amino acid sequence and an MHC pseudo amino acid sequence, predict their binding affinity value. This is MHC class I binding data. The peptide sequence is FYKRKAMAW. The MHC is HLA-A31:01 with pseudo-sequence HLA-A31:01. The binding affinity (normalized) is 0.0847.